From a dataset of Full USPTO retrosynthesis dataset with 1.9M reactions from patents (1976-2016). Predict the reactants needed to synthesize the given product. (1) Given the product [NH2:1][C:2]1[C:3]([C:12]([NH:14][CH3:15])=[O:13])=[N:4][C:5]([C:8]2[N:9]=[C:35]([CH:40]3[CH2:36][CH2:37][CH2:38][CH2:39]3)[O:11][N:10]=2)=[CH:6][N:7]=1, predict the reactants needed to synthesize it. The reactants are: [NH2:1][C:2]1[C:3]([C:12]([NH:14][CH3:15])=[O:13])=[N:4][C:5]([C:8]([NH:10][OH:11])=[NH:9])=[CH:6][N:7]=1.CN(C=O)C.CN1[C:36]2[CH:37]=[CH:38][C:39](Cl)=[CH:40][C:35]=2C([C:35]2[CH:40]=[CH:39][CH:38]=[CH:37][CH:36]=2)=NCC1=O.C1(C(Cl)=O)CCCC1. (2) Given the product [CH2:1]([O:4][C:5]([O:7][C@@H:8]1[C@@H:17]([CH2:18][OH:19])[O:16][C@H:11]([O:12]/[CH:13]=[CH:14]/[CH3:15])[C@H:10]([O:27][CH2:28][CH2:29][C@H:30]([O:42][C:43]([O:45][CH2:46][CH:47]=[CH2:48])=[O:44])[CH2:31][CH2:32][CH2:33][CH2:34][CH2:35][CH2:36][CH2:37][CH2:38][CH2:39][CH2:40][CH3:41])[C@H:9]1[O:49][CH2:50][CH2:51][CH2:52][CH2:53][CH2:54][CH2:55][CH2:56][CH2:57][CH2:58][CH2:59][CH2:60][CH3:61])=[O:6])[CH:2]=[CH2:3], predict the reactants needed to synthesize it. The reactants are: [CH2:1]([O:4][C:5]([O:7][C@@H:8]1[C@@H:17]([CH2:18][O:19][Si](C(C)(C)C)(C)C)[O:16][C@H:11]([O:12]/[CH:13]=[CH:14]/[CH3:15])[C@H:10]([O:27][CH2:28][CH2:29][C@H:30]([O:42][C:43]([O:45][CH2:46][CH:47]=[CH2:48])=[O:44])[CH2:31][CH2:32][CH2:33][CH2:34][CH2:35][CH2:36][CH2:37][CH2:38][CH2:39][CH2:40][CH3:41])[C@H:9]1[O:49][CH2:50][CH2:51][CH2:52][CH2:53][CH2:54][CH2:55][CH2:56][CH2:57][CH2:58][CH2:59][CH2:60][CH3:61])=[O:6])[CH:2]=[CH2:3].F. (3) Given the product [I:12][C:2]1[C:6]([C:7]([O:9][CH2:10][CH3:11])=[O:8])=[CH:5][NH:4][N:3]=1, predict the reactants needed to synthesize it. The reactants are: N[C:2]1[C:6]([C:7]([O:9][CH2:10][CH3:11])=[O:8])=[CH:5][NH:4][N:3]=1.[I-:12].[K+].N([O-])=O.[Na+]. (4) Given the product [Cl:1][C:2]1[CH:3]=[CH:4][C:5]([C:8]2[CH:13]=[CH:12][C:11]([O:14][CH2:24][C:21]3[O:20][C:19]([C:17]([OH:18])=[O:16])=[CH:23][CH:22]=3)=[CH:10][CH:9]=2)=[CH:6][CH:7]=1, predict the reactants needed to synthesize it. The reactants are: [Cl:1][C:2]1[CH:7]=[CH:6][C:5]([C:8]2[CH:13]=[CH:12][C:11]([OH:14])=[CH:10][CH:9]=2)=[CH:4][CH:3]=1.C[O:16][C:17]([C:19]1[O:20][C:21]([CH2:24]Cl)=[CH:22][CH:23]=1)=[O:18]. (5) Given the product [C:19]1([C:34]2[CH:39]=[CH:38][CH:37]=[CH:36][CH:35]=2)[CH:24]=[CH:23][CH:22]=[CH:21][C:20]=1[C:25]([N:27]1[CH2:33][CH:32]2[CH:29]([CH2:30][N:31]2[C:9]2[N:8]=[C:15]([CH3:14])[CH:16]=[CH:11][N:10]=2)[CH2:28]1)=[O:26], predict the reactants needed to synthesize it. The reactants are: C12[N:8]([C:9]3C=N[C:16]4[C:11](=CC=[CH:14][CH:15]=4)[N:10]=3)CC1CCNC2.[C:19]1([C:34]2[CH:39]=[CH:38][CH:37]=[CH:36][CH:35]=2)[CH:24]=[CH:23][CH:22]=[CH:21][C:20]=1[C:25]([N:27]1[CH2:33][CH:32]2[CH:29]([CH2:30][NH:31]2)[CH2:28]1)=[O:26].ClC1N=C(C)C=CN=1.